From a dataset of Reaction yield outcomes from USPTO patents with 853,638 reactions. Predict the reaction yield, written as a fraction of the theoretical maximum amount of product (1.0 means a 100% yield; for example, 0.34 means a 34% yield). (1) The reactants are [H-].[Na+].[CH3:3][N:4]1[CH2:9][CH:8]=[C:7]([C:10]2[C:18]3[C:13](=[CH:14][CH:15]=[C:16]([N+:19]([O-:21])=[O:20])[CH:17]=3)[NH:12][CH:11]=2)[CH2:6][CH2:5]1.[CH:22]1([S:28](Cl)(=[O:30])=[O:29])[CH2:27][CH2:26][CH2:25][CH2:24][CH2:23]1.O. The catalyst is CN(C)C=O. The product is [CH:22]1([S:28]([N:12]2[C:13]3[C:18](=[CH:17][C:16]([N+:19]([O-:21])=[O:20])=[CH:15][CH:14]=3)[C:10]([C:7]3[CH2:6][CH2:5][N:4]([CH3:3])[CH2:9][CH:8]=3)=[CH:11]2)(=[O:30])=[O:29])[CH2:27][CH2:26][CH2:25][CH2:24][CH2:23]1. The yield is 0.570. (2) The reactants are [F:1][C:2]([F:32])([F:31])[C:3]1[N:8]2[N:9]=[CH:10][C:11]([C:12]#[C:13][C:14]3[CH:15]=[CH:16][C:17]([NH2:20])=[N:18][CH:19]=3)=[C:7]2[N:6]=[C:5]([C:21]2[CH:26]=[CH:25][C:24]([C:27]([F:30])([F:29])[F:28])=[CH:23][CH:22]=2)[CH:4]=1.[CH3:33][S:34](O[S:34]([CH3:33])(=[O:36])=[O:35])(=[O:36])=[O:35].C(N(CC)CC)C.C([O-])(O)=O.[Na+]. The catalyst is C1COCC1. The product is [CH3:33][S:34]([N:20]([C:17]1[CH:16]=[CH:15][C:14]([C:13]#[C:12][C:11]2[CH:10]=[N:9][N:8]3[C:3]([C:2]([F:1])([F:31])[F:32])=[CH:4][C:5]([C:21]4[CH:26]=[CH:25][C:24]([C:27]([F:28])([F:29])[F:30])=[CH:23][CH:22]=4)=[N:6][C:7]=23)=[CH:19][N:18]=1)[S:34]([CH3:33])(=[O:36])=[O:35])(=[O:36])=[O:35]. The yield is 0.480. (3) The reactants are CC(O[C:6](=O)[N:7]([CH2:9][CH2:10][NH:11][C:12]1[CH:21]=[N:20][C:19]2[C:14](=[CH:15][C:16]([F:23])=[C:17]([F:22])[CH:18]=2)[N:13]=1)C)(C)C.[ClH:25]. The catalyst is CO.O1CCOCC1. The product is [ClH:25].[ClH:25].[F:22][C:17]1[CH:18]=[C:19]2[C:14](=[CH:15][C:16]=1[F:23])[N:13]=[C:12]([NH:11][CH2:10][CH2:9][NH:7][CH3:6])[CH:21]=[N:20]2. The yield is 1.00. (4) The reactants are [CH:1]1N=C[N:3]([C:6]([N:8]2C=N[CH:10]=[CH:9]2)=[O:7])[CH:2]=1.[C:13]([C:17]1[CH:18]=[CH:19][C:20]([C:24]2[CH:28]=[C:27]([CH3:29])[NH:26][C:25]=2[CH3:30])=C(C=1)N)([CH3:16])([CH3:15])[CH3:14].[CH3:31][NH:32][C:33]([C:35]1[CH:40]=[C:39]([O:41][C:42]2[CH:48]=CC(N)=[CH:44][CH:43]=2)[CH:38]=[CH:37][N:36]=1)=[O:34]. The catalyst is C(Cl)Cl.CCOC(C)=O. The product is [C:13]([C:17]1[CH:18]=[CH:19][C:20]([C:24]2[CH:28]=[C:27]([CH3:29])[NH:26][C:25]=2[CH3:30])=[C:9]([NH:8][C:6]([NH:3][C:2]2[CH:1]=[CH:48][C:42]([O:41][C:39]3[CH:38]=[CH:37][N:36]=[C:35]([C:33](=[O:34])[NH:32][CH3:31])[CH:40]=3)=[CH:43][CH:44]=2)=[O:7])[CH:10]=1)([CH3:14])([CH3:15])[CH3:16]. The yield is 0.240. (5) The reactants are [CH3:1][O:2][C:3]1[C:4]([CH2:12][N:13]([CH3:15])[CH3:14])=[C:5]2[C:9](=[CH:10][CH:11]=1)[NH:8][CH:7]=[CH:6]2.CN(C=O)C.[Cl:21][C:22]1[CH:27]=[CH:26][CH:25]=[CH:24][C:23]=1[S:28](Cl)(=[O:30])=[O:29]. No catalyst specified. The product is [Cl:21][C:22]1[CH:27]=[CH:26][CH:25]=[CH:24][C:23]=1[S:28]([N:8]1[C:9]2[C:5](=[C:4]([CH2:12][N:13]([CH3:14])[CH3:15])[C:3]([O:2][CH3:1])=[CH:11][CH:10]=2)[CH:6]=[CH:7]1)(=[O:30])=[O:29]. The yield is 0.170. (6) The reactants are [Br:1][C:2]1[CH:9]=[CH:8][C:5]([CH:6]=O)=[C:4]([S:10]([CH3:13])(=[O:12])=[O:11])[CH:3]=1.[NH:14]1[CH2:19][CH2:18][O:17][CH2:16][CH2:15]1.[BH3-]C#N.[Na+].CC(O)=O. The catalyst is CO. The product is [Br:1][C:2]1[CH:9]=[CH:8][C:5]([CH2:6][N:14]2[CH2:19][CH2:18][O:17][CH2:16][CH2:15]2)=[C:4]([S:10]([CH3:13])(=[O:12])=[O:11])[CH:3]=1. The yield is 0.350. (7) The reactants are [NH2:1][C:2]1[CH:7]=[C:6]([O:8][C:9]2[CH:14]=[CH:13][C:12]([NH:15][C:16]([NH:18][C:19](=[O:27])[CH2:20][C:21]3[CH:26]=[CH:25][CH:24]=[CH:23][CH:22]=3)=[S:17])=[CH:11][C:10]=2[F:28])[CH:5]=[CH:4][N:3]=1.CN1CC[O:33][CH2:32]C1.ClC(OC1C=CC=CC=1)=O.[N:46]1([CH:51]2[CH2:56][CH2:55][NH:54][CH2:53][CH2:52]2)[CH2:50][CH2:49][CH2:48][CH2:47]1. The catalyst is O1CCCC1.CN(C)C=O. The product is [F:28][C:10]1[CH:11]=[C:12]([NH:15][C:16]([NH:18][C:19](=[O:27])[CH2:20][C:21]2[CH:22]=[CH:23][CH:24]=[CH:25][CH:26]=2)=[S:17])[CH:13]=[CH:14][C:9]=1[O:8][C:6]1[CH:5]=[CH:4][N:3]=[C:2]([NH:1][C:32]([N:54]2[CH2:55][CH2:56][CH:51]([N:46]3[CH2:50][CH2:49][CH2:48][CH2:47]3)[CH2:52][CH2:53]2)=[O:33])[CH:7]=1. The yield is 0.480. (8) The reactants are [H-].[Na+].[Si:3]([O:10][C@H:11]([CH3:24])[CH2:12][CH2:13][CH2:14][C:15](=[O:23])[CH2:16]P(=O)(OC)OC)([C:6]([CH3:9])([CH3:8])[CH3:7])([CH3:5])[CH3:4].[Cl:25][C@H:26]1[C@H:30]([CH2:31][CH2:32][CH2:33][C:34]2[S:38][C:37]([C:39]([O:41][CH3:42])=[O:40])=[CH:36][CH:35]=2)[C@@H:29]([CH:43]=O)[C@H:28]([O:45][CH:46]2[CH2:51][CH2:50][CH2:49][CH2:48][O:47]2)[CH2:27]1. The catalyst is C1COCC1. The product is [Si:3]([O:10][C@H:11]([CH3:24])[CH2:12][CH2:13][CH2:14][C:15](=[O:23])/[CH:16]=[CH:43]/[C@H:29]1[C@H:28]([O:45][CH:46]2[CH2:51][CH2:50][CH2:49][CH2:48][O:47]2)[CH2:27][C@@H:26]([Cl:25])[C@@H:30]1[CH2:31][CH2:32][CH2:33][C:34]1[S:38][C:37]([C:39]([O:41][CH3:42])=[O:40])=[CH:36][CH:35]=1)([C:6]([CH3:7])([CH3:8])[CH3:9])([CH3:4])[CH3:5]. The yield is 0.600.